From a dataset of Peptide-MHC class II binding affinity with 134,281 pairs from IEDB. Regression. Given a peptide amino acid sequence and an MHC pseudo amino acid sequence, predict their binding affinity value. This is MHC class II binding data. The peptide sequence is KLGEVSWEEEAEISG. The MHC is DRB3_0202 with pseudo-sequence DRB3_0202. The binding affinity (normalized) is 0.